Dataset: CYP2D6 inhibition data for predicting drug metabolism from PubChem BioAssay. Task: Regression/Classification. Given a drug SMILES string, predict its absorption, distribution, metabolism, or excretion properties. Task type varies by dataset: regression for continuous measurements (e.g., permeability, clearance, half-life) or binary classification for categorical outcomes (e.g., BBB penetration, CYP inhibition). Dataset: cyp2d6_veith. (1) The molecule is COc1ccc(/C=N/NC(=S)NC2CCS(=O)(=O)C2)cc1OC. The result is 0 (non-inhibitor). (2) The molecule is CCOC(=O)c1c(-c2ccc(-c3ccccc3)cc2)csc1NC(=O)C1C2CCC(O2)C1C(=O)O. The result is 0 (non-inhibitor). (3) The molecule is C=CCO[C@@H](Cn1ccnc1)c1ccc(Cl)cc1Cl. The result is 1 (inhibitor). (4) The drug is Cc1ncc([N+](=O)[O-])n1CCN=[N+]=[N-]. The result is 0 (non-inhibitor). (5) The drug is CNCCc1ccc(O)c(O)c1. The result is 0 (non-inhibitor). (6) The drug is Cc1cc(OC(=O)c2cc(F)c(F)cc2Cl)nc(C)n1. The result is 0 (non-inhibitor). (7) The molecule is CCOC(=O)c1c(C)[nH]c2ccc3c(c12)CN1CCc2cc(OC)ccc2[C@@H]1O3. The result is 0 (non-inhibitor). (8) The drug is c1ccc2c(NCCN3CCOCC3)nc(-c3ccc4c(c3)OCO4)nc2c1. The result is 1 (inhibitor). (9) The compound is Cc1cc(C)c(NC(=O)C(C)Sc2nnc(-c3ccco3)n2-c2ccccc2)c(C)c1. The result is 0 (non-inhibitor).